This data is from Full USPTO retrosynthesis dataset with 1.9M reactions from patents (1976-2016). The task is: Predict the reactants needed to synthesize the given product. Given the product [F:11][C:12]([F:16])([F:15])[CH2:13][O:14][C:2]1[N:7]=[C:6]([C:8]([OH:10])=[O:9])[CH:5]=[CH:4][CH:3]=1, predict the reactants needed to synthesize it. The reactants are: Cl[C:2]1[N:7]=[C:6]([C:8]([OH:10])=[O:9])[CH:5]=[CH:4][CH:3]=1.[F:11][C:12]([F:16])([F:15])[CH2:13][OH:14].[OH-].[K+].Cl.